Dataset: Full USPTO retrosynthesis dataset with 1.9M reactions from patents (1976-2016). Task: Predict the reactants needed to synthesize the given product. (1) Given the product [CH2:1]([C:4]12[C:22](=[O:23])[CH:9]3[CH2:10][CH:11]4[C:20]1([CH:7]([CH2:8]3)[CH2:6][O:5]2)[O:19][C:18]1[CH:17]=[CH:16][CH:15]=[CH:14][C:13]=1[C:12]4=[O:21])[CH:2]=[CH2:3], predict the reactants needed to synthesize it. The reactants are: [CH2:1]([C:4]12[C:22](=[O:23])[CH:9]3[CH:10]=[C:11]4[C:20]1([CH:7]([CH2:8]3)[CH2:6][O:5]2)[O:19][C:18]1[CH:17]=[CH:16][CH:15]=[CH:14][C:13]=1[C:12]4=[O:21])[CH:2]=[CH2:3].CCC(C)[BH-](C(C)CC)C(C)CC.[Li+]. (2) Given the product [C:1]([C:3]1[CH:4]=[CH:5][C:6]([CH2:7][N:8]([CH2:25][C:26]2[CH:27]=[CH:28][C:29]([O:32][C:41]3[CH:42]=[CH:43][C:38]([N+:35]([O-:37])=[O:36])=[C:39]([O:47][CH2:48][CH2:49][C:50]4[CH:51]=[N:52][CH:53]=[CH:54][CH:55]=4)[CH:40]=3)=[CH:30][CH:31]=2)[C:9]2[C:10]([CH3:24])=[C:11]([N:15]([S:20]([CH3:23])(=[O:21])=[O:22])[S:16]([CH3:19])(=[O:18])=[O:17])[CH:12]=[CH:13][CH:14]=2)=[CH:33][CH:34]=1)#[N:2], predict the reactants needed to synthesize it. The reactants are: [C:1]([C:3]1[CH:34]=[CH:33][C:6]([CH2:7][N:8]([CH2:25][C:26]2[CH:31]=[CH:30][C:29]([OH:32])=[CH:28][CH:27]=2)[C:9]2[C:10]([CH3:24])=[C:11]([N:15]([S:20]([CH3:23])(=[O:22])=[O:21])[S:16]([CH3:19])(=[O:18])=[O:17])[CH:12]=[CH:13][CH:14]=2)=[CH:5][CH:4]=1)#[N:2].[N+:35]([C:38]1[CH:43]=[CH:42][C:41](B(O)O)=[CH:40][C:39]=1[O:47][CH2:48][CH2:49][C:50]1[CH:51]=[N:52][CH:53]=[CH:54][CH:55]=1)([O-:37])=[O:36].N1C=CC=CC=1.C(N(CC)CC)C. (3) Given the product [NH:18]1[C:22]([CH2:23][NH:24][S:7]([C:4]2[CH:5]=[CH:6][C:1]([C:11]3[CH:16]=[CH:15][CH:14]=[CH:13][CH:12]=3)=[CH:2][CH:3]=2)(=[O:9])=[O:8])=[CH:21][N:20]=[N:19]1, predict the reactants needed to synthesize it. The reactants are: [C:1]1([C:11]2[CH:16]=[CH:15][CH:14]=[CH:13][CH:12]=2)[CH:6]=[CH:5][C:4]([S:7](Cl)(=[O:9])=[O:8])=[CH:3][CH:2]=1.Cl.[NH:18]1[C:22]([CH2:23][NH2:24])=[CH:21][N:20]=[N:19]1. (4) Given the product [Br:9][CH2:10][CH2:11][C:12]([C:6]1[CH:7]=[CH:8][C:1]([OH:2])=[CH:3][C:4]=1[OH:5])=[O:13], predict the reactants needed to synthesize it. The reactants are: [C:1]1([CH:8]=[CH:7][CH:6]=[C:4]([OH:5])[CH:3]=1)[OH:2].[Br:9][CH2:10][CH2:11][C:12](O)=[O:13].FC(F)(F)S(O)(=O)=O.